This data is from Reaction yield outcomes from USPTO patents with 853,638 reactions. The task is: Predict the reaction yield, written as a fraction of the theoretical maximum amount of product (1.0 means a 100% yield; for example, 0.34 means a 34% yield). (1) The catalyst is CO. The yield is 0.620. The product is [C:1]([OH:10])(=[O:9])/[CH:2]=[CH:3]/[CH:4]=[CH:5]/[C:6]([OH:8])=[O:7]. The reactants are [C:1]([OH:10])(=[O:9])/[CH:2]=[CH:3]\[CH:4]=[CH:5]\[C:6]([OH:8])=[O:7].II. (2) The reactants are [C:1]1([CH3:13])[CH:6]=[CH:5][C:4]([S:7]([N:10]=[C:11]=[O:12])(=[O:9])=[O:8])=[CH:3][CH:2]=1.[NH2:14][C:15]1[CH:24]=[C:23]2[C:18]([CH2:19][CH2:20][NH:21][CH2:22]2)=[CH:17][CH:16]=1. The catalyst is C(Cl)Cl. The product is [CH3:13][C:1]1[CH:2]=[CH:3][C:4]([S:7]([NH:10][C:11]([N:21]2[CH2:20][CH2:19][C:18]3[C:23](=[CH:24][C:15]([NH:14][C:11](=[O:12])[NH:10][S:7]([C:4]4[CH:5]=[CH:6][C:1]([CH3:13])=[CH:2][CH:3]=4)(=[O:8])=[O:9])=[CH:16][CH:17]=3)[CH2:22]2)=[O:12])(=[O:8])=[O:9])=[CH:5][CH:6]=1. The yield is 0.790. (3) The reactants are Cl[C:2]1[N:7]=[C:6]([N:8]2[CH2:13][CH2:12][O:11][CH2:10][C@H:9]2[CH3:14])[CH:5]=[C:4]([C:15]2([S:18]([CH3:21])(=[O:20])=[O:19])[CH2:17][CH2:16]2)[N:3]=1.[NH:22]1[C:30]2[C:25](=[C:26](B(O)O)[CH:27]=[CH:28][CH:29]=2)[CH:24]=[CH:23]1.C(=O)([O-])[O-].[Na+].[Na+]. The catalyst is COCCOC.O.C(Cl)Cl.Cl[Pd](Cl)([P](C1C=CC=CC=1)(C1C=CC=CC=1)C1C=CC=CC=1)[P](C1C=CC=CC=1)(C1C=CC=CC=1)C1C=CC=CC=1. The product is [CH3:14][C@@H:9]1[CH2:10][O:11][CH2:12][CH2:13][N:8]1[C:6]1[CH:5]=[C:4]([C:15]2([S:18]([CH3:21])(=[O:20])=[O:19])[CH2:17][CH2:16]2)[N:3]=[C:2]([C:26]2[CH:27]=[CH:28][CH:29]=[C:30]3[C:25]=2[CH:24]=[CH:23][NH:22]3)[N:7]=1. The yield is 0.510. (4) The reactants are [CH2:1]([O:8][C:9](=[O:35])[NH:10][CH2:11][CH:12]1[CH2:17][CH2:16][CH2:15][CH:14]([NH:18][C:19]([C:21]2[C:22]([C:27]3[C:32](Cl)=[CH:31][N:30]=[CH:29][C:28]=3[Cl:34])=[N:23][O:24][C:25]=2[CH3:26])=[O:20])[CH2:13]1)[C:2]1[CH:7]=[CH:6][CH:5]=[CH:4][CH:3]=1.C[Si]([N-][Si](C)(C)C)(C)C.[K+]. The catalyst is CN(C)C=O. The product is [CH2:1]([O:8][C:9](=[O:35])[NH:10][CH2:11][CH:12]1[CH2:17][CH2:16][CH2:15][CH:14]([N:18]2[C:32]3[C:27](=[C:28]([Cl:34])[CH:29]=[N:30][CH:31]=3)[C:22]3=[N:23][O:24][C:25]([CH3:26])=[C:21]3[C:19]2=[O:20])[CH2:13]1)[C:2]1[CH:3]=[CH:4][CH:5]=[CH:6][CH:7]=1. The yield is 0.580. (5) The reactants are CS([O:5][C:6]1[CH:11]=[CH:10][CH:9]=[C:8]([C:12]2[O:13][C:14]([CH2:42]C)=[C:15]([CH2:17][O:18][C:19]3[CH:24]=[CH:23][C:22]([CH2:25][O:26][C:27]4[C:31]([CH:32]=[O:33])=[CH:30][N:29]([C:34]5[CH:39]=[CH:38][CH:37]=[CH:36][CH:35]=5)[N:28]=4)=[CH:21][C:20]=3[O:40][CH3:41])[N:16]=2)[CH:7]=1)(=O)=O.O1CCCC1.[OH-].[Na+].Cl. The catalyst is C(O)C. The product is [OH:5][C:6]1[CH:7]=[C:8]([C:12]2[O:13][C:14]([CH3:42])=[C:15]([CH2:17][O:18][C:19]3[CH:24]=[CH:23][C:22]([CH2:25][O:26][C:27]4[C:31]([CH:32]=[O:33])=[CH:30][N:29]([C:34]5[CH:35]=[CH:36][CH:37]=[CH:38][CH:39]=5)[N:28]=4)=[CH:21][C:20]=3[O:40][CH3:41])[N:16]=2)[CH:9]=[CH:10][CH:11]=1. The yield is 0.590. (6) The reactants are [OH:1][C@H:2]1[CH2:7][CH2:6][CH2:5][C@@H:4]([NH:8][C:9](=[O:15])[O:10][C:11]([CH3:14])([CH3:13])[CH3:12])[CH2:3]1.[H-].[Na+].I[CH3:19]. The catalyst is C1COCC1. The product is [CH3:19][O:1][C@H:2]1[CH2:7][CH2:6][CH2:5][C@@H:4]([NH:8][C:9](=[O:15])[O:10][C:11]([CH3:12])([CH3:14])[CH3:13])[CH2:3]1. The yield is 0.564.